From a dataset of Merck oncology drug combination screen with 23,052 pairs across 39 cell lines. Regression. Given two drug SMILES strings and cell line genomic features, predict the synergy score measuring deviation from expected non-interaction effect. (1) Drug 1: CCC1(O)CC2CN(CCc3c([nH]c4ccccc34)C(C(=O)OC)(c3cc4c(cc3OC)N(C)C3C(O)(C(=O)OC)C(OC(C)=O)C5(CC)C=CCN6CCC43C65)C2)C1. Drug 2: N#Cc1ccc(Cn2cncc2CN2CCN(c3cccc(Cl)c3)C(=O)C2)cc1. Cell line: A427. Synergy scores: synergy=46.1. (2) Drug 1: Cn1c(=O)n(-c2ccc(C(C)(C)C#N)cc2)c2c3cc(-c4cnc5ccccc5c4)ccc3ncc21. Drug 2: Cn1cc(-c2cnn3c(N)c(Br)c(C4CCCNC4)nc23)cn1. Cell line: NCIH520. Synergy scores: synergy=22.6. (3) Drug 1: COC12C(COC(N)=O)C3=C(C(=O)C(C)=C(N)C3=O)N1CC1NC12. Drug 2: CNC(=O)c1cc(Oc2ccc(NC(=O)Nc3ccc(Cl)c(C(F)(F)F)c3)cc2)ccn1. Cell line: PA1. Synergy scores: synergy=-29.2. (4) Drug 1: CC(=O)OC1C(=O)C2(C)C(O)CC3OCC3(OC(C)=O)C2C(OC(=O)c2ccccc2)C2(O)CC(OC(=O)C(O)C(NC(=O)c3ccccc3)c3ccccc3)C(C)=C1C2(C)C. Drug 2: NC1(c2ccc(-c3nc4ccn5c(=O)[nH]nc5c4cc3-c3ccccc3)cc2)CCC1. Cell line: NCIH520. Synergy scores: synergy=30.8. (5) Drug 1: CS(=O)(=O)CCNCc1ccc(-c2ccc3ncnc(Nc4ccc(OCc5cccc(F)c5)c(Cl)c4)c3c2)o1. Synergy scores: synergy=-7.04. Cell line: NCIH520. Drug 2: CCc1c2c(nc3ccc(O)cc13)-c1cc3c(c(=O)n1C2)COC(=O)C3(O)CC.